This data is from Experimentally validated miRNA-target interactions with 360,000+ pairs, plus equal number of negative samples. The task is: Binary Classification. Given a miRNA mature sequence and a target amino acid sequence, predict their likelihood of interaction. (1) The miRNA is rno-miR-135a-5p with sequence UAUGGCUUUUUAUUCCUAUGUGA. The protein sequence of the target gene is MAVTITLKTLQQQTFKIRMEPDETVKVLKEKIEAEKGRDAFPVAGQKLIYAGKILSDDVPIRDYRIDEKNFVVVMVTKTKAGQGTSAPPEASPTAAPESSTSFPPAPTSGMSHPPPAAREDKSPSEESAPTTSPESVSGSVPSSGSSGREEDAASTLVTGSEYETMLTEIMSMGYERERVVAALRASYNNPHRAVEYLLTGIPGSPEPEHGSVQESQVSEQPATEAAGENPLEFLRDQPQFQNMRQVIQQNPALLPALLQQLGQENPQLLQQISRHQEQFIQMLNEPPGELADISDVEGE.... Result: 0 (no interaction). (2) The miRNA is hsa-miR-4684-5p with sequence CUCUCUACUGACUUGCAACAUA. The protein sequence of the target gene is MASKSWLNFLTFLCGSAIGFLLCSQLFSILLGEKVDTQPNVLHNDPHARHSDDNGQNHLEGQMNFNADSSQHKDENTDIAENLYQKVRILCWVMTGPQNLEKKAKHVKATWAQRCNKVLFMSSEENKDFPAVGLKTKEGRDQLYWKTIKAFQYVHEHYLEDADWFLKADDDTYVILDNLRWLLSKYDPEEPIYFGRRFKPYVKQGYMSGGAGYVLSKEALKRFVDAFKTDKCTHSSSIEDLALGRCMEIMNVEAGDSRDTIGKETFHPFVPEHHLIKGYLPRTFWYWNYNYYPPVEGPGC.... Result: 1 (interaction). (3) The miRNA is mmu-miR-150-5p with sequence UCUCCCAACCCUUGUACCAGUG. The protein sequence of the target gene is MLDMSEARAQPPCSPSGTASSMSHVEDSDSDAPPSPAGSEGLGRAGGGGRGDTAEAADERFPACIRDAVSQVLKGYDWSLVPMPVRGGGGGTLKAKPHVKRPMNAFMVWAQAARRKLADQYPHLHNAELSKTLGKLWRLLSESEKRPFVEEAERLRVQHKKDHPDYKYQPRRRKSVKTGRSDSDSGTELGHHPGGPMYKADAVLGEAHHHSDHHTGQTHGPPTPPTTPKTDLHQASNGSKQELRLEGRRLVDSGRQNIDFSNVDISELSSEVISNMDTFDVHEFDQYLPLNGHSALPTEP.... Result: 0 (no interaction). (4) The miRNA is hsa-miR-5696 with sequence CUCAUUUAAGUAGUCUGAUGCC. The protein sequence of the target gene is MDFWLWPLYFLPVSGALRILPEVKVEGELGGSVTIKCPLPEMHVRIYLCREMAGSGTCGTVVSTTNFIKAEYKGRVTLKQYPRKNLFLVEVTQLTESDSGVYACGAGMNTDRGKTQKVTLNVHSEYEPSWEEQPMPETPKWFHLPYLFQMPAYASSSKFVTRVTTPAQRGKVPPVHHSSPTTQITHRPRVSRASSVAGDKPRTFLPSTTASKISALEGLLKPQTPSYNHHTRLHRQRALDYGSQSGREGQGFHILIPTILGLFLLALLGLVVKRAVERRKALSRRARRLAVRMRALESSQ.... Result: 1 (interaction). (5) The miRNA is hsa-miR-191-5p with sequence CAACGGAAUCCCAAAAGCAGCUG. The protein sequence of the target gene is MPALRPALLWALLALWLCCAAPAHALQCRDGYEPCVNEGMCVTYHNGTGYCKCPEGFLGEYCQHRDPCEKNRCQNGGTCVAQAMLGKATCRCASGFTGEDCQYSTSHPCFVSRPCLNGGTCHMLSRDTYECTCQVGFTGKECQWTDACLSHPCANGSTCTTVANQFSCKCLTGFTGQKCETDVNECDIPGHCQHGGTCLNLPGSYQCQCPQGFTGQYCDSLYVPCAPSPCVNGGTCRQTGDFTFECNCLPGFEGSTCERNIDDCPNHRCQNGGVCVDGVNTYNCRCPPQWTGQFCTEDVD.... Result: 1 (interaction). (6) The miRNA is mmu-miR-339-5p with sequence UCCCUGUCCUCCAGGAGCUCACG. The protein sequence of the target gene is MTTGDCCHLPGSLCDCSSSPAFSKVVEATGLGPPQYVAQVTSRDGRLLSTVIRALDSQSDCPFCRICHEGANGENLLSPCGCTGTLGAVHKSCLEKWLSSSNTSYCELCHTEFAVEKRPRPLTEWLKDPGPRTEKRTLCCDMVCFVFITPLAAISGWLCLRGAQDHLRLHSRLEAVGLIALTIALFTIYVLWTLVSFRYHCQLYSEWRKTNQKVRLKIREADGSEDPHHSLLATGLLKKVAEETPV. Result: 1 (interaction). (7) The miRNA is hsa-miR-645 with sequence UCUAGGCUGGUACUGCUGA. The protein sequence of the target gene is MKVSEAALSLLVLILIITSASRSQPKVPEWVNTPSTCCLKYYEKVLPRRLVVGYRKALNCHLPAIIFVTKRNREVCTNPNDDWVQEYIKDPNLPLLPTRNLSTVKIITAKNGQPQLLNSQ. Result: 0 (no interaction). (8) The miRNA is hsa-miR-922 with sequence GCAGCAGAGAAUAGGACUACGUC. The protein sequence of the target gene is MGIFPGIILIFLRVKFATAAVIVSGHQKSTTVSHEMSGLNWKPFVYGGLASIVAEFGTFPVDLTKTRLQVQGQSIDARFKEIKYRGMFHALFRICKEEGVLALYSGIAPALLRQASYGTIKIGIYQSLKRLFVERLEDETLLINMICGVVSGVISSTIANPTDVLKIRMQAQGSLFQGSMIGSFIDIYQQEGTRGLWRGVVPTAQRAAIVVGVELPVYDITKKHLILSGMMGDTILTHFVSSFTCGLAGALASNPVDVVRTRMMNQRAIVGHVDLYKGTVDGILKMWKHEGFFALYKGFW.... Result: 0 (no interaction). (9) The miRNA is hsa-miR-128-1-5p with sequence CGGGGCCGUAGCACUGUCUGAGA. The protein sequence of the target gene is MARGAALALLLFGLLGVLVAAPDGGFDLSDALPDNENKKPTAIPKKPSAGDDFDLGDAVVDGENDDPRPPNPPKPMPNPNPNHPSSSGSFSDADLADGVSGGEGKGGSDGGGSHRKEGEEADAPGVIPGIVGAVVVAVAGAISSFIAYQKKKLCFKENAEQGEVDMESHRNANAEPAVQRTLLEK. Result: 0 (no interaction).